Dataset: Full USPTO retrosynthesis dataset with 1.9M reactions from patents (1976-2016). Task: Predict the reactants needed to synthesize the given product. (1) Given the product [Br:6][C:7]1[CH:26]=[CH:25][C:24]([CH2:27][O:5][CH2:4][CH2:3][O:2][CH3:1])=[CH:23][C:8]=1[O:9][CH2:10][CH2:11][O:12][Si:13]([CH:20]([CH3:22])[CH3:21])([CH:17]([CH3:19])[CH3:18])[CH:14]([CH3:16])[CH3:15], predict the reactants needed to synthesize it. The reactants are: [CH3:1][O:2][CH2:3][CH2:4][OH:5].[Br:6][C:7]1[CH:26]=[CH:25][C:24]([CH2:27]Cl)=[CH:23][C:8]=1[O:9][CH2:10][CH2:11][O:12][Si:13]([CH:20]([CH3:22])[CH3:21])([CH:17]([CH3:19])[CH3:18])[CH:14]([CH3:16])[CH3:15].[H-].[Na+].C([O-])(O)=O.[Na+]. (2) Given the product [CH3:9][N:4]1[C:3](=[O:10])[N:2]([NH:1][C:23]([C:20]2[CH:19]=[N:18][C:17]([C:11]3[CH:12]=[CH:13][CH:14]=[CH:15][CH:16]=3)=[N:22][CH:21]=2)=[O:24])[CH2:7][C:6]([CH3:8])=[N:5]1, predict the reactants needed to synthesize it. The reactants are: [NH2:1][N:2]1[CH2:7][C:6]([CH3:8])=[N:5][N:4]([CH3:9])[C:3]1=[O:10].[C:11]1([C:17]2[N:22]=[CH:21][C:20]([C:23](O)=[O:24])=[CH:19][N:18]=2)[CH:16]=[CH:15][CH:14]=[CH:13][CH:12]=1.C[N+]1(C2N=C(OC)N=C(OC)N=2)CCOCC1.[Cl-]. (3) Given the product [N+:1]([C:4]1[CH:9]=[C:8]([N+:10]([O-:12])=[O:11])[CH:7]=[CH:6][C:5]=1[NH:17][O:15][CH3:16])([O-:3])=[O:2], predict the reactants needed to synthesize it. The reactants are: [N+:1]([C:4]1[CH:9]=[C:8]([N+:10]([O-:12])=[O:11])[CH:7]=[CH:6][C:5]=1Cl)([O-:3])=[O:2].Cl.[O:15]([NH2:17])[CH3:16].C(N(CC)CC)C. (4) Given the product [C:42]([O:41][C:40]([N:39]([CH3:47])[C@@H:37]([CH3:38])[C:36]([NH:35][C@H:9]([C:10](=[O:34])[N:11]1[C@H:20]([C:21](=[O:33])[NH:22][C@H:23]2[C:32]3[C:27](=[CH:28][CH:29]=[CH:30][CH:31]=3)[CH2:26][CH2:25][CH2:24]2)[CH2:19][C:18]2[C:13](=[CH:14][CH:15]=[CH:16][CH:17]=2)[CH2:12]1)[CH2:8][C:5]1[CH:4]=[CH:3][C:2]([O:1][CH2:50][C:51]2[CH:60]=[CH:59][C:54]([C:55]([O:57][CH3:58])=[O:56])=[CH:53][CH:52]=2)=[CH:7][CH:6]=1)=[O:48])=[O:46])([CH3:43])([CH3:44])[CH3:45], predict the reactants needed to synthesize it. The reactants are: [OH:1][C:2]1[CH:7]=[CH:6][C:5]([CH2:8][C@H:9]([NH:35][C:36](=[O:48])[C@@H:37]([N:39]([CH3:47])[C:40](=[O:46])[O:41][C:42]([CH3:45])([CH3:44])[CH3:43])[CH3:38])[C:10](=[O:34])[N:11]2[C@H:20]([C:21](=[O:33])[NH:22][C@H:23]3[C:32]4[C:27](=[CH:28][CH:29]=[CH:30][CH:31]=4)[CH2:26][CH2:25][CH2:24]3)[CH2:19][C:18]3[C:13](=[CH:14][CH:15]=[CH:16][CH:17]=3)[CH2:12]2)=[CH:4][CH:3]=1.Br[CH2:50][C:51]1[CH:60]=[CH:59][C:54]([C:55]([O:57][CH3:58])=[O:56])=[CH:53][CH:52]=1.C([O-])([O-])=O.[Cs+].[Cs+].[NH4+].[Cl-]. (5) Given the product [C:9]([N:1]1[CH2:6][N:5]([C:21](=[O:23])[CH3:22])[C:4](=[O:7])[NH:3][C:2]1=[O:8])(=[O:11])[CH3:10], predict the reactants needed to synthesize it. The reactants are: [NH:1]1[CH2:6][NH:5][C:4](=[O:7])[NH:3][C:2]1=[O:8].[C:9](OC(=O)C)(=[O:11])[CH3:10].OS(O)(=O)=O.[C:21](O)(=[O:23])[CH3:22]. (6) Given the product [O:15]=[C:14]([OH:16])[CH2:13][CH2:12][CH2:11][CH2:10][CH2:9][N:8]1[C:5](=[O:7])[CH:4]=[CH:3][C:2]1=[O:1], predict the reactants needed to synthesize it. The reactants are: [O:1]=[C:2]([NH:8][CH2:9][CH2:10][CH2:11][CH2:12][CH2:13][C:14]([OH:16])=[O:15])/[CH:3]=[CH:4]\[C:5]([OH:7])=O.C1C2NC3C(=CC=CC=3)SC=2C=CC=1.C(N(CC)CC)C.Cl[Si](C)(C)C.Cl.